Task: Predict which catalyst facilitates the given reaction.. Dataset: Catalyst prediction with 721,799 reactions and 888 catalyst types from USPTO (1) Reactant: Cl[C:2]1[C:3]2[N:4]([CH:10]=[CH:11][CH:12]=2)[N:5]=[CH:6][C:7]=1[C:8]#[N:9].[O:13]1[CH:17]=[CH:16][CH:15]=[C:14]1[CH:18]([N:21]([CH3:23])[CH3:22])[CH2:19][NH2:20].CCN(C(C)C)C(C)C. The catalyst class is: 3. Product: [CH3:22][N:21]([CH3:23])[CH:18]([C:14]1[O:13][CH:17]=[CH:16][CH:15]=1)[CH2:19][NH:20][C:2]1[C:3]2[N:4]([CH:10]=[CH:11][CH:12]=2)[N:5]=[CH:6][C:7]=1[C:8]#[N:9]. (2) Product: [ClH:17].[NH2:16][CH:15]1[CH:11]2[O:10][CH2:9][CH:8]([OH:7])[CH:12]2[O:13][CH2:14]1. The catalyst class is: 91. Reactant: O1CCCCC1[O:7][CH:8]1[CH:12]2[O:13][CH2:14][CH:15]([NH2:16])[CH:11]2[O:10][CH2:9]1.[ClH:17]. (3) Reactant: C(=O)([O-])[O-].[K+].[K+].[F:7][CH2:8][CH2:9][NH2:10].[C:11]([C:13]1[N:18]=[CH:17][C:16]([C:19]2[C:31]3[C:30]4[C:25](=[CH:26][CH:27]=[CH:28][CH:29]=4)[N:24]([C:32]4[CH:44]=[CH:43][C:35]([C:36]([O:38][C:39]([CH3:42])([CH3:41])[CH3:40])=[O:37])=[C:34](F)[CH:33]=4)[C:23]=3[CH:22]=[CH:21][CH:20]=2)=[CH:15][CH:14]=1)#[N:12]. Product: [C:11]([C:13]1[N:18]=[CH:17][C:16]([C:19]2[C:31]3[C:30]4[C:25](=[CH:26][CH:27]=[CH:28][CH:29]=4)[N:24]([C:32]4[CH:33]=[CH:34][C:35]([C:36]([O:38][C:39]([CH3:40])([CH3:41])[CH3:42])=[O:37])=[C:43]([NH:10][CH2:9][CH2:8][F:7])[CH:44]=4)[C:23]=3[CH:22]=[CH:21][CH:20]=2)=[CH:15][CH:14]=1)#[N:12]. The catalyst class is: 58. (4) Reactant: [C:1]1([CH:7]2[CH2:11][CH2:10][CH2:9][NH:8]2)[CH:6]=[CH:5][CH:4]=[CH:3][CH:2]=1.[F:12][C:13]1[CH:18]=[CH:17][C:16]([C:19]2[O:20][C:21]3[CH:31]=[CH:30][C:29]([C:32]4[CH:33]=[C:34]([CH:38]=[CH:39][CH:40]=4)[C:35](O)=[O:36])=[CH:28][C:22]=3[C:23]=2[C:24](=[O:27])[NH:25][CH3:26])=[CH:15][CH:14]=1.CN(C(ON1N=NC2C=CC=NC1=2)=[N+](C)C)C.F[P-](F)(F)(F)(F)F.CCN(C(C)C)C(C)C. Product: [F:12][C:13]1[CH:18]=[CH:17][C:16]([C:19]2[O:20][C:21]3[CH:31]=[CH:30][C:29]([C:32]4[CH:40]=[CH:39][CH:38]=[C:34]([C:35]([N:8]5[CH2:9][CH2:10][CH2:11][CH:7]5[C:1]5[CH:6]=[CH:5][CH:4]=[CH:3][CH:2]=5)=[O:36])[CH:33]=4)=[CH:28][C:22]=3[C:23]=2[C:24]([NH:25][CH3:26])=[O:27])=[CH:15][CH:14]=1. The catalyst class is: 121.